This data is from NCI-60 drug combinations with 297,098 pairs across 59 cell lines. The task is: Regression. Given two drug SMILES strings and cell line genomic features, predict the synergy score measuring deviation from expected non-interaction effect. (1) Drug 1: C1=CC(=CC=C1CCCC(=O)O)N(CCCl)CCCl. Drug 2: CC1CCC2CC(C(=CC=CC=CC(CC(C(=O)C(C(C(=CC(C(=O)CC(OC(=O)C3CCCCN3C(=O)C(=O)C1(O2)O)C(C)CC4CCC(C(C4)OC)OCCO)C)C)O)OC)C)C)C)OC. Cell line: MOLT-4. Synergy scores: CSS=58.3, Synergy_ZIP=-0.844, Synergy_Bliss=-2.68, Synergy_Loewe=0.923, Synergy_HSA=1.85. (2) Drug 1: C1=NC2=C(N1)C(=S)N=C(N2)N. Drug 2: CC1C(C(CC(O1)OC2CC(CC3=C2C(=C4C(=C3O)C(=O)C5=C(C4=O)C(=CC=C5)OC)O)(C(=O)CO)O)N)O.Cl. Cell line: COLO 205. Synergy scores: CSS=64.5, Synergy_ZIP=-10.0, Synergy_Bliss=-9.99, Synergy_Loewe=-7.01, Synergy_HSA=-4.81. (3) Drug 1: C1=NC2=C(N=C(N=C2N1C3C(C(C(O3)CO)O)F)Cl)N. Drug 2: CCC1(C2=C(COC1=O)C(=O)N3CC4=CC5=C(C=CC(=C5CN(C)C)O)N=C4C3=C2)O.Cl. Cell line: UACC-257. Synergy scores: CSS=5.48, Synergy_ZIP=-4.14, Synergy_Bliss=0.289, Synergy_Loewe=-7.67, Synergy_HSA=0.530. (4) Drug 1: CC1C(C(CC(O1)OC2CC(CC3=C2C(=C4C(=C3O)C(=O)C5=C(C4=O)C(=CC=C5)OC)O)(C(=O)C)O)N)O.Cl. Synergy scores: CSS=10.8, Synergy_ZIP=-6.28, Synergy_Bliss=-2.01, Synergy_Loewe=-6.02, Synergy_HSA=-2.52. Drug 2: C(CCl)NC(=O)N(CCCl)N=O. Cell line: MDA-MB-231. (5) Drug 1: C1=CN(C(=O)N=C1N)C2C(C(C(O2)CO)O)O.Cl. Drug 2: COC1=C2C(=CC3=C1OC=C3)C=CC(=O)O2. Cell line: CAKI-1. Synergy scores: CSS=30.1, Synergy_ZIP=-0.395, Synergy_Bliss=-2.52, Synergy_Loewe=-22.0, Synergy_HSA=-1.95.